Dataset: Catalyst prediction with 721,799 reactions and 888 catalyst types from USPTO. Task: Predict which catalyst facilitates the given reaction. (1) Reactant: [C:1]([C:3]1[C:7]2[CH2:8][C@@H:9]3[C@@H:14]([CH2:15][C:6]=2[S:5][C:4]=1[N:32](C)[C:33](=O)OC(C)(C)C)[N:13]([CH3:16])[CH2:12][C@H:11]([C:17]([N:19]([C:23](=[O:31])[NH:24][CH2:25][CH2:26][CH2:27][N:28]([CH3:30])[CH3:29])[CH2:20][CH2:21][CH3:22])=[O:18])[CH2:10]3)#[N:2].C(OCC)(=O)C.[ClH:47]. Product: [ClH:47].[ClH:47].[C:1]([C:3]1[C:7]2[CH2:8][C@@H:9]3[C@@H:14]([CH2:15][C:6]=2[S:5][C:4]=1[NH:32][CH3:33])[N:13]([CH3:16])[CH2:12][C@H:11]([C:17]([N:19]([CH2:20][CH2:21][CH3:22])[C:23]([NH:24][CH2:25][CH2:26][CH2:27][N:28]([CH3:30])[CH3:29])=[O:31])=[O:18])[CH2:10]3)#[N:2]. The catalyst class is: 13. (2) Reactant: [F:1][C:2]1[CH:7]=[CH:6][C:5]([C:8]#[C:9][CH2:10]O)=[CH:4][CH:3]=1.C1(P(C2C=CC=CC=2)C2C=CC=CC=2)C=CC=CC=1.C(Br)(Br)(Br)[Br:32]. Product: [Br:32][CH2:10][C:9]#[C:8][C:5]1[CH:6]=[CH:7][C:2]([F:1])=[CH:3][CH:4]=1. The catalyst class is: 2. (3) Reactant: Cl[C:2]1[C:7]([C:8]#[C:9][C:10]2[CH:11]=[N:12][C:13]([NH2:16])=[CH:14][CH:15]=2)=[C:6]([CH2:17][CH3:18])[N:5]=[CH:4][N:3]=1.[C:19]([O-:22])([O-])=O.[Cs+].[Cs+].[CH3:25][OH:26].CO[CH2:29][CH2:30][O:31][CH3:32]. Product: [CH3:25][O:26][C:19](=[O:22])[C:29]1[CH:2]=[CH:7][C:6]([C:2]2[C:7]([C:8]#[C:9][C:10]3[CH:11]=[N:12][C:13]([NH2:16])=[CH:14][CH:15]=3)=[C:6]([CH2:17][CH3:18])[N:5]=[CH:4][N:3]=2)=[CH:17][C:30]=1[O:31][CH3:32]. The catalyst class is: 235.